Dataset: CYP2C9 inhibition data for predicting drug metabolism from PubChem BioAssay. Task: Regression/Classification. Given a drug SMILES string, predict its absorption, distribution, metabolism, or excretion properties. Task type varies by dataset: regression for continuous measurements (e.g., permeability, clearance, half-life) or binary classification for categorical outcomes (e.g., BBB penetration, CYP inhibition). Dataset: cyp2c9_veith. (1) The compound is Cc1ccc(NC(=O)CCc2ccc(S(=O)(=O)NC3CCCCC3)cc2)cc1. The result is 1 (inhibitor). (2) The molecule is CCCC(=O)Nc1nc2n(n1)C(c1ccccc1)CC(=O)N2. The result is 0 (non-inhibitor). (3) The compound is CCN(CC)CCNC(=O)c1cc(S(C)(=O)=O)ccc1OC. The result is 0 (non-inhibitor). (4) The drug is O=C(C[n+]1ccc2ccccc2c1)c1ccc2ccc3ccccc3c2c1. The result is 0 (non-inhibitor).